This data is from Catalyst prediction with 721,799 reactions and 888 catalyst types from USPTO. The task is: Predict which catalyst facilitates the given reaction. Reactant: [C:1]([C:9]1[CH:10]=[N:11][CH:12]=[CH:13][CH:14]=1)(=[O:8])[C:2]1[CH:7]=[CH:6][CH:5]=[CH:4][CH:3]=1.[N+:15]([O-])([O-:17])=[O:16].[K+].[OH-].[Na+]. Product: [N+:15]([C:6]1[CH:7]=[C:2]([CH:3]=[CH:4][CH:5]=1)[C:1]([C:9]1[CH:10]=[N:11][CH:12]=[CH:13][CH:14]=1)=[O:8])([O-:17])=[O:16]. The catalyst class is: 65.